This data is from Forward reaction prediction with 1.9M reactions from USPTO patents (1976-2016). The task is: Predict the product of the given reaction. (1) Given the reactants [CH3:1][C:2]1[CH:3]=[C:4]([C:8]([C:10]2[CH:14]=[CH:13][S:12][C:11]=2[CH3:15])=[O:9])[CH:5]=[CH:6][CH:7]=1.[Br-:16].[Br-].[Br-].[NH+]1C=CC=CC=1.[NH+]1C=CC=CC=1.[NH+]1C=CC=CC=1.O, predict the reaction product. The product is: [Br:16][C:13]1[S:12][C:11]([CH3:15])=[C:10]([C:8]([C:4]2[CH:5]=[CH:6][CH:7]=[C:2]([CH3:1])[CH:3]=2)=[O:9])[CH:14]=1. (2) Given the reactants [CH2:1]([N:8]1[CH2:26][CH2:25][C:11]2([O:15][CH2:14][C:13]([NH:16][C:17]([NH2:19])=[O:18])=[C:12]2[C:20](OCC)=[O:21])[CH2:10][CH2:9]1)[C:2]1[CH:7]=[CH:6][CH:5]=[CH:4][CH:3]=1.[OH-].[Na+].Cl, predict the reaction product. The product is: [CH2:1]([N:8]1[CH2:26][CH2:25][C:11]2([C:12]3[C:20](=[O:21])[NH:19][C:17](=[O:18])[NH:16][C:13]=3[CH2:14][O:15]2)[CH2:10][CH2:9]1)[C:2]1[CH:3]=[CH:4][CH:5]=[CH:6][CH:7]=1. (3) Given the reactants [NH2:1][C@H:2]([C:13]([OH:15])=[O:14])[CH2:3][C:4]1[C:12]2[C:7](=[CH:8][CH:9]=[CH:10][CH:11]=2)[NH:6][CH:5]=1.[CH:16](=O)[CH3:17], predict the reaction product. The product is: [CH3:16][CH:17]1[C:5]2[NH:6][C:7]3[C:12](=[CH:11][CH:10]=[CH:9][CH:8]=3)[C:4]=2[CH2:3][CH:2]([C:13]([OH:15])=[O:14])[NH:1]1. (4) Given the reactants [C:1]([O:5][C:6]([N:8]([C:26]([O:28][C:29]([CH3:32])([CH3:31])[CH3:30])=[O:27])[C:9]1[CH:10]=[C:11]2[CH:17]=[C:16](I)[N:15]([C:19]([O:21][C:22]([CH3:25])([CH3:24])[CH3:23])=[O:20])[C:12]2=[N:13][CH:14]=1)=[O:7])([CH3:4])([CH3:3])[CH3:2].[CH:33]([O:36][BH:37]C1OC(C)(C)C(C)(C)O1)([CH3:35])[CH3:34].C([N-][CH:51]([CH3:53])[CH3:52])(C)C.[Li+].[O:55]1CCCC1, predict the reaction product. The product is: [C:1]([O:5][C:6]([N:8]([C:26]([O:28][C:29]([CH3:32])([CH3:31])[CH3:30])=[O:27])[C:9]1[CH:10]=[C:11]2[CH:17]=[C:16]([B:37]3[O:36][C:33]([CH3:35])([CH3:34])[C:51]([CH3:52])([CH3:53])[O:55]3)[N:15]([C:19]([O:21][C:22]([CH3:25])([CH3:24])[CH3:23])=[O:20])[C:12]2=[N:13][CH:14]=1)=[O:7])([CH3:4])([CH3:3])[CH3:2]. (5) Given the reactants [C:1]([C:4]1[S:8][C:7]([C:9]([OH:11])=O)=[CH:6][CH:5]=1)(=[O:3])[CH3:2].C1C=CC2N(O)N=NC=2C=1.CCN=C=NCCCN(C)C.Cl.[NH2:34][CH2:35][CH2:36][CH2:37][N:38]1[CH2:43][CH2:42][O:41][CH2:40][CH2:39]1, predict the reaction product. The product is: [C:1]([C:4]1[S:8][C:7]([C:9]([NH:34][CH2:35][CH2:36][CH2:37][N:38]2[CH2:43][CH2:42][O:41][CH2:40][CH2:39]2)=[O:11])=[CH:6][CH:5]=1)(=[O:3])[CH3:2]. (6) Given the reactants [H-].[Na+].[N+:3]([CH2:5][C:6]([O:8][CH2:9][CH3:10])=[O:7])#[C-:4].O=[C:12]1[CH2:18][CH:17]2[N:19]([C:20]([O:22][CH2:23][C:24]3[CH:29]=[CH:28][CH:27]=[CH:26][CH:25]=3)=[O:21])[CH:14]([CH2:15][CH2:16]2)[CH2:13]1.C(Cl)(Cl)Cl.[O:34]1CCCC1, predict the reaction product. The product is: [CH:4]([NH:3][C:5](=[C:12]1[CH2:13][CH:14]2[N:19]([C:20]([O:22][CH2:23][C:24]3[CH:25]=[CH:26][CH:27]=[CH:28][CH:29]=3)=[O:21])[CH:17]([CH2:16][CH2:15]2)[CH2:18]1)[C:6]([O:8][CH2:9][CH3:10])=[O:7])=[O:34]. (7) Given the reactants Cl.[I:2][C:3]1[CH:4]=[C:5]2[C:10](=[CH:11][CH:12]=1)[O:9][C@@H:8]([CH2:13][NH2:14])[CH2:7][CH2:6]2.[C:15]([O-:18])(O)=[O:16].[Na+].O(O[C:22]([C:24](C)([CH3:26])[CH3:25])=O)O[C:22]([C:24](C)([CH3:26])[CH3:25])=O, predict the reaction product. The product is: [C:24]([O:18][C:15](=[O:16])[NH:14][CH2:13][C@H:8]1[CH2:7][CH2:6][C:5]2[C:10](=[CH:11][CH:12]=[C:3]([I:2])[CH:4]=2)[O:9]1)([CH3:26])([CH3:25])[CH3:22]. (8) The product is: [CH2:1]([O:8][C:9]1[CH:10]=[CH:11][C:12]([C@@H:20]([O:23][CH:24]2[CH2:29][CH2:28][CH2:27][CH2:26][O:25]2)[CH2:21][N:37]([CH2:30][C:31]2[CH:36]=[CH:35][CH:34]=[CH:33][CH:32]=2)[CH2:38][CH2:39][CH2:40][CH2:41][CH2:42][CH2:43][O:44][CH2:45][CH2:46][CH2:47][CH2:48][C:49]2[CH:54]=[CH:53][CH:52]=[CH:51][CH:50]=2)=[C:13]2[C:18]=1[NH:17][C:16](=[O:19])[CH:15]=[CH:14]2)[C:2]1[CH:7]=[CH:6][CH:5]=[CH:4][CH:3]=1. Given the reactants [CH2:1]([O:8][C:9]1[CH:10]=[CH:11][C:12]([C@@H:20]([O:23][CH:24]2[CH2:29][CH2:28][CH2:27][CH2:26][O:25]2)[CH2:21]Br)=[C:13]2[C:18]=1[NH:17][C:16](=[O:19])[CH:15]=[CH:14]2)[C:2]1[CH:7]=[CH:6][CH:5]=[CH:4][CH:3]=1.[CH2:30]([NH:37][CH2:38][CH2:39][CH2:40][CH2:41][CH2:42][CH2:43][O:44][CH2:45][CH2:46][CH2:47][CH2:48][C:49]1[CH:54]=[CH:53][CH:52]=[CH:51][CH:50]=1)[C:31]1[CH:36]=[CH:35][CH:34]=[CH:33][CH:32]=1.C(N(C(C)C)CC)(C)C, predict the reaction product. (9) Given the reactants Cl[CH2:2][C:3]1[N:7]([CH3:8])[N:6]=[C:5]([C:9]2[CH:14]=[CH:13][C:12]([O:15][C:16]([F:19])([F:18])[F:17])=[CH:11][CH:10]=2)[CH:4]=1.[C:20](#[N:22])C, predict the reaction product. The product is: [CH3:8][N:7]1[C:3]([CH2:2][C:20]#[N:22])=[CH:4][C:5]([C:9]2[CH:14]=[CH:13][C:12]([O:15][C:16]([F:19])([F:18])[F:17])=[CH:11][CH:10]=2)=[N:6]1.